From a dataset of NCI-60 drug combinations with 297,098 pairs across 59 cell lines. Regression. Given two drug SMILES strings and cell line genomic features, predict the synergy score measuring deviation from expected non-interaction effect. (1) Drug 1: CC1CCCC2(C(O2)CC(NC(=O)CC(C(C(=O)C(C1O)C)(C)C)O)C(=CC3=CSC(=N3)C)C)C. Drug 2: CC12CCC3C(C1CCC2OP(=O)(O)O)CCC4=C3C=CC(=C4)OC(=O)N(CCCl)CCCl.[Na+]. Cell line: ACHN. Synergy scores: CSS=30.5, Synergy_ZIP=-3.47, Synergy_Bliss=-10.3, Synergy_Loewe=-26.3, Synergy_HSA=-9.31. (2) Drug 1: C1=NC2=C(N=C(N=C2N1C3C(C(C(O3)CO)O)F)Cl)N. Drug 2: C1CN(P(=O)(OC1)NCCCl)CCCl. Cell line: NCIH23. Synergy scores: CSS=26.6, Synergy_ZIP=-1.62, Synergy_Bliss=-3.02, Synergy_Loewe=-4.03, Synergy_HSA=-3.63. (3) Drug 1: CC(CN1CC(=O)NC(=O)C1)N2CC(=O)NC(=O)C2. Drug 2: C1CCC(CC1)NC(=O)N(CCCl)N=O. Cell line: MDA-MB-435. Synergy scores: CSS=6.96, Synergy_ZIP=-2.47, Synergy_Bliss=1.09, Synergy_Loewe=-2.54, Synergy_HSA=-2.23. (4) Drug 1: CN1C(=O)N2C=NC(=C2N=N1)C(=O)N. Drug 2: CC(C)NC(=O)C1=CC=C(C=C1)CNNC.Cl. Cell line: NCI-H226. Synergy scores: CSS=0.224, Synergy_ZIP=0.539, Synergy_Bliss=0.354, Synergy_Loewe=-1.06, Synergy_HSA=-1.26. (5) Drug 1: COC1=CC(=CC(=C1O)OC)C2C3C(COC3=O)C(C4=CC5=C(C=C24)OCO5)OC6C(C(C7C(O6)COC(O7)C8=CC=CS8)O)O. Drug 2: CCN(CC)CCNC(=O)C1=C(NC(=C1C)C=C2C3=C(C=CC(=C3)F)NC2=O)C. Cell line: SNB-75. Synergy scores: CSS=21.1, Synergy_ZIP=-5.83, Synergy_Bliss=2.50, Synergy_Loewe=-10.7, Synergy_HSA=-1.39.